This data is from Reaction yield outcomes from USPTO patents with 853,638 reactions. The task is: Predict the reaction yield, written as a fraction of the theoretical maximum amount of product (1.0 means a 100% yield; for example, 0.34 means a 34% yield). (1) The reactants are [N:1]#[C:2]Br.C(=O)([O-])[O-].[Na+].[Na+].CN.[Br:12][C:13]1[CH:14]=[C:15](/[C:19](/[CH3:24])=[CH:20]/[C:21](Cl)=[O:22])[CH:16]=[CH:17][CH:18]=1.[CH:25]([N:28](CC)C(C)C)(C)C. The catalyst is O1CCCC1. The product is [Br:12][C:13]1[CH:14]=[C:15](/[C:19](/[CH3:24])=[CH:20]/[C:21]([N:28]([C:2]#[N:1])[CH3:25])=[O:22])[CH:16]=[CH:17][CH:18]=1. The yield is 0.750. (2) The reactants are Br[C:2]1[CH:7]=[CH:6][C:5]([C:8]2[N:12]([CH2:13][CH:14]3[CH2:17][N:16]([C:18]([CH:20]4[CH2:22][CH2:21]4)=[O:19])[CH2:15]3)[CH:11]=[N:10][N:9]=2)=[CH:4][CH:3]=1.B1(B2OC(C)(C)C(C)(C)O2)OC(C)(C)C(C)(C)O1.CC([O-])=O.[K+].Br[C:47]1[CH:55]=[CH:54][C:50]2[N:51]=[CH:52][S:53][C:49]=2[CH:48]=1.C([O-])([O-])=O.[K+].[K+]. The catalyst is O1CCOCC1.C1C=CC(P(C2C=CC=CC=2)[C-]2C=CC=C2)=CC=1.C1C=CC(P(C2C=CC=CC=2)[C-]2C=CC=C2)=CC=1.Cl[Pd]Cl.[Fe+2]. The product is [CH:20]1([C:18]([N:16]2[CH2:17][CH:14]([CH2:13][N:12]3[CH:11]=[N:10][N:9]=[C:8]3[C:5]3[CH:6]=[CH:7][C:2]([C:47]4[CH:55]=[CH:54][C:50]5[N:51]=[CH:52][S:53][C:49]=5[CH:48]=4)=[CH:3][CH:4]=3)[CH2:15]2)=[O:19])[CH2:22][CH2:21]1. The yield is 0.160. (3) The reactants are [O:1]1[C:5]2[CH:6]=[CH:7][CH:8]=[CH:9][C:4]=2[CH:3]=[C:2]1[CH:10]=[O:11].[BH4-].[Na+].O. The catalyst is CO. The product is [OH:11][CH2:10][C:2]1[O:1][C:5]2[CH:6]=[CH:7][CH:8]=[CH:9][C:4]=2[CH:3]=1. The yield is 1.00. (4) The reactants are [F:1][C:2]1[CH:30]=[CH:29][CH:28]=[C:27]([F:31])[C:3]=1[CH2:4][N:5]1[C:9]2[CH:10]=[CH:11][CH:12]=[C:13]([CH2:14][O:15]C(=O)C)[C:8]=2[N:7]=[C:6]1[C:19]1[C:24]([F:25])=[CH:23][CH:22]=[CH:21][C:20]=1[F:26].O.C([O-])([O-])=O.[K+].[K+]. The catalyst is CO. The product is [F:1][C:2]1[CH:30]=[CH:29][CH:28]=[C:27]([F:31])[C:3]=1[CH2:4][N:5]1[C:9]2[CH:10]=[CH:11][CH:12]=[C:13]([CH2:14][OH:15])[C:8]=2[N:7]=[C:6]1[C:19]1[C:20]([F:26])=[CH:21][CH:22]=[CH:23][C:24]=1[F:25]. The yield is 0.960. (5) The reactants are [Cl:1][C:2]1[CH:7]=[CH:6][C:5]([N:8]([C@H:12]2[C:21]3[C:16](=[CH:17][CH:18]=[CH:19][CH:20]=3)[N:15]([C:22](=[O:30])[C:23]3[CH:28]=[CH:27][C:26]([OH:29])=[CH:25][CH:24]=3)[C@@H:14]([CH3:31])[CH2:13]2)[C:9](=[O:11])[CH3:10])=[CH:4][CH:3]=1.C([O-])([O-])=O.[K+].[K+].[CH2:38]([O:40][C:41](=[O:47])[C:42]([CH3:46])([CH3:45])[CH2:43]Cl)[CH3:39]. The catalyst is CN(C=O)C. The product is [CH2:38]([O:40][C:41](=[O:47])[C:42]([CH3:46])([CH3:45])[CH2:43][O:29][C:26]1[CH:25]=[CH:24][C:23]([C:22]([N:15]2[C:16]3[C:21](=[CH:20][CH:19]=[CH:18][CH:17]=3)[C@H:12]([N:8]([C:9](=[O:11])[CH3:10])[C:5]3[CH:4]=[CH:3][C:2]([Cl:1])=[CH:7][CH:6]=3)[CH2:13][C@@H:14]2[CH3:31])=[O:30])=[CH:28][CH:27]=1)[CH3:39]. The yield is 0.320. (6) The reactants are Br[C:2]1[C:11]([O:12][C:13]2[C:22]3[C:17](=[CH:18][C:19]([O:25][CH3:26])=[C:20]([O:23][CH3:24])[CH:21]=3)[N:16]=[CH:15][CH:14]=2)=[CH:10][C:9]2[C:4](=[CH:5][CH:6]=[CH:7][CH:8]=2)[N:3]=1.[N:27]1[CH:32]=[CH:31][CH:30]=[C:29](B(O)O)[CH:28]=1.C(=O)([O-])[O-].[K+].[K+]. The catalyst is CN(C)C=O. The product is [CH3:24][O:23][C:20]1[CH:21]=[C:22]2[C:17](=[CH:18][C:19]=1[O:25][CH3:26])[N:16]=[CH:15][CH:14]=[C:13]2[O:12][C:11]1[C:2]([C:29]2[CH:28]=[N:27][CH:32]=[CH:31][CH:30]=2)=[N:3][C:4]2[C:9]([CH:10]=1)=[CH:8][CH:7]=[CH:6][CH:5]=2. The yield is 0.330. (7) The catalyst is C1C=CC=CC=1. The reactants are [C:1]1([CH3:11])[CH:6]=[CH:5][C:4](S(O)(=O)=O)=[CH:3][CH:2]=1. The yield is 0.840. The product is [C:1]1([C:11]2[CH2:4][CH2:3][CH2:2][CH2:1][CH2:6][CH:5]=2)[CH:6]=[CH:5][CH:4]=[CH:3][CH:2]=1.